From a dataset of Full USPTO retrosynthesis dataset with 1.9M reactions from patents (1976-2016). Predict the reactants needed to synthesize the given product. (1) Given the product [CH3:1][C:2]1([CH3:34])[C:11]2[CH:10]=[C:9]([CH:12]([OH:26])[C:13]([NH:15][C:16]3[CH:25]=[CH:24][C:19]([C:20]([OH:22])=[O:21])=[CH:18][CH:17]=3)=[O:14])[CH:8]=[CH:7][C:6]=2[C:5]([C:27]2[CH:28]=[CH:29][C:30]([CH3:33])=[CH:31][CH:32]=2)=[CH:4][CH2:3]1, predict the reactants needed to synthesize it. The reactants are: [CH3:1][C:2]1([CH3:34])[C:11]2[CH:10]=[C:9]([CH:12]([OH:26])[C:13]([NH:15][C:16]3[CH:25]=[CH:24][C:19]([C:20]([O:22]C)=[O:21])=[CH:18][CH:17]=3)=[O:14])[CH:8]=[CH:7][C:6]=2[C:5]([C:27]2[CH:32]=[CH:31][C:30]([CH3:33])=[CH:29][CH:28]=2)=[CH:4][CH2:3]1.O.[OH-].[Li+]. (2) The reactants are: [CH3:1][C@@H:2]1[CH2:7][N:6]([C:8]2[C:17]([CH:18]=O)=[CH:16][C:11]3[C:12]([CH3:15])=[N:13][O:14][C:10]=3[C:9]=2[F:20])[CH2:5][C@H:4]([CH3:21])[O:3]1.[NH:22]1[C:27](=[O:28])[CH2:26][C:25](=[O:29])[NH:24][C:23]1=[O:30]. Given the product [F:20][C:9]1[C:10]2[O:14][N:13]=[C:12]([CH3:15])[C:11]=2[CH:16]=[C:17]2[C:8]=1[N:6]1[CH2:5][C@@H:4]([CH3:21])[O:3][C@@H:2]([CH3:1])[C@@H:7]1[C:26]1([C:25](=[O:29])[NH:24][C:23](=[O:30])[NH:22][C:27]1=[O:28])[CH2:18]2, predict the reactants needed to synthesize it. (3) Given the product [Cl:6][C:7]1[CH:8]=[C:9]2[C:17](=[C:18]([N+:1]([O-:4])=[O:2])[CH:19]=1)[NH:16][C:15]1[CH:14]=[N:13][CH:12]=[C:11]([F:20])[C:10]2=1, predict the reactants needed to synthesize it. The reactants are: [N+:1]([O-:4])([O-])=[O:2].[Na+].[Cl:6][C:7]1[CH:8]=[C:9]2[C:17](=[CH:18][CH:19]=1)[NH:16][C:15]1[CH:14]=[N:13][CH:12]=[C:11]([F:20])[C:10]2=1.CO.C(=O)(O)[O-].[Na+]. (4) Given the product [CH3:29][C:28]1[O:27][C:26]([C:30]2[CH:31]=[CH:32][CH:33]=[CH:34][CH:35]=2)=[N:25][C:24]=1[CH2:23][O:22][C:21]1[CH:20]=[CH:19][C:18]([CH2:17][O:1]/[N:2]=[C:3](/[C:10]2[CH:15]=[CH:14][CH:13]=[CH:12][CH:11]=2)\[CH2:4][CH2:5][C:6]([OH:8])=[O:7])=[CH:37][CH:36]=1, predict the reactants needed to synthesize it. The reactants are: [OH:1]/[N:2]=[C:3](/[C:10]1[CH:15]=[CH:14][CH:13]=[CH:12][CH:11]=1)\[CH2:4][CH2:5][C:6]([O:8]C)=[O:7].Cl[CH2:17][C:18]1[CH:37]=[CH:36][C:21]([O:22][CH2:23][C:24]2[N:25]=[C:26]([C:30]3[CH:35]=[CH:34][CH:33]=[CH:32][CH:31]=3)[O:27][C:28]=2[CH3:29])=[CH:20][CH:19]=1.[H-].[Na+].Cl.C(=O)([O-])O.[Na+]. (5) The reactants are: [CH3:1][C:2]1[NH:3][C:4](=[O:28])[C:5]([CH2:13][C:14]2[CH:19]=[CH:18][C:17]([C:20]3[C:21]([C:26]#[N:27])=[CH:22][CH:23]=[CH:24][CH:25]=3)=[CH:16][CH:15]=2)=[C:6]([CH2:8][CH2:9][CH2:10][CH2:11][CH3:12])[N:7]=1.[C:29]1(B(O)O)[CH:34]=[CH:33][CH:32]=[CH:31][CH:30]=1.C([N:40](CC)CC)C.N1C=CC=CC=1.[C:51]([O:54]CC)(=[O:53])C. Given the product [CH3:1][C:2]1[N:3]([C:29]2[CH:34]=[CH:33][CH:32]=[CH:31][CH:30]=2)[C:4](=[O:28])[C:5]([CH2:13][C:14]2[CH:15]=[CH:16][C:17]([C:20]3[CH:25]=[CH:24][CH:23]=[CH:22][C:21]=3[C:26]3[NH:40][C:51](=[O:53])[O:54][N:27]=3)=[CH:18][CH:19]=2)=[C:6]([CH2:8][CH2:9][CH2:10][CH2:11][CH3:12])[N:7]=1, predict the reactants needed to synthesize it. (6) Given the product [C:12]([N:2]([CH3:1])[C:3]1[CH:4]=[CH:5][C:6]([C:7]([OH:9])=[O:8])=[CH:10][CH:11]=1)(=[O:19])[C:13]1[CH:18]=[CH:17][CH:16]=[CH:15][CH:14]=1, predict the reactants needed to synthesize it. The reactants are: [CH3:1][NH:2][C:3]1[CH:11]=[CH:10][C:6]([C:7]([OH:9])=[O:8])=[CH:5][CH:4]=1.[C:12](Cl)(=[O:19])[C:13]1[CH:18]=[CH:17][CH:16]=[CH:15][CH:14]=1.Cl. (7) The reactants are: [N:1]1([C:8]2[CH:9]=[CH:10][C:11]3[N:12]([C:14]([C:17]([F:20])([F:19])[F:18])=[N:15][N:16]=3)[N:13]=2)[CH2:7][CH2:6][CH2:5][NH:4][CH2:3][CH2:2]1.[CH:21]([C:23]1[CH:24]=[C:25]([CH:28]=[CH:29][CH:30]=1)[C:26]#[N:27])=O. Given the product [F:20][C:17]([F:18])([F:19])[C:14]1[N:12]2[N:13]=[C:8]([N:1]3[CH2:7][CH2:6][CH2:5][N:4]([CH2:21][C:23]4[CH:24]=[C:25]([CH:28]=[CH:29][CH:30]=4)[C:26]#[N:27])[CH2:3][CH2:2]3)[CH:9]=[CH:10][C:11]2=[N:16][N:15]=1, predict the reactants needed to synthesize it.